Dataset: Reaction yield outcomes from USPTO patents with 853,638 reactions. Task: Predict the reaction yield, written as a fraction of the theoretical maximum amount of product (1.0 means a 100% yield; for example, 0.34 means a 34% yield). The reactants are Cl.[NH2:2][C@H:3]1[CH2:7][CH2:6][CH2:5][C@H:4]1[C:8]([O:10][CH3:11])=[O:9].C([O-])(=O)C.[Na+].[F:17][C:18]1[CH:25]=[CH:24][C:21]([CH:22]=O)=[CH:20][CH:19]=1.C([BH3-])#N.[Na+].C(=O)(O)[O-].[Na+]. The catalyst is CO.C(OCC)(=O)C. The product is [F:17][C:18]1[CH:25]=[CH:24][C:21]([CH2:22][NH:2][C@H:3]2[CH2:7][CH2:6][CH2:5][C@H:4]2[C:8]([O:10][CH3:11])=[O:9])=[CH:20][CH:19]=1. The yield is 0.890.